This data is from Catalyst prediction with 721,799 reactions and 888 catalyst types from USPTO. The task is: Predict which catalyst facilitates the given reaction. Reactant: [OH:1][CH2:2][CH2:3][C:4]1[CH:9]=[CH:8][CH:7]=[CH:6][N:5]=1.CC(C)([O-])C.[K+].F[C:17]1[CH:22]=[CH:21][C:20]([NH:23][C:24]([C:26]2[C:27]([C:32]3[CH:37]=[CH:36][C:35]([C:38]([F:41])([F:40])[F:39])=[CH:34][CH:33]=3)=[CH:28][CH:29]=[CH:30][CH:31]=2)=[O:25])=[CH:19][C:18]=1[N+:42]([O-:44])=[O:43].C(OCC)(=O)C. Product: [N+:42]([C:18]1[CH:19]=[C:20]([NH:23][C:24]([C:26]2[C:27]([C:32]3[CH:37]=[CH:36][C:35]([C:38]([F:39])([F:40])[F:41])=[CH:34][CH:33]=3)=[CH:28][CH:29]=[CH:30][CH:31]=2)=[O:25])[CH:21]=[CH:22][C:17]=1[O:1][CH2:2][CH2:3][C:4]1[CH:9]=[CH:8][CH:7]=[CH:6][N:5]=1)([O-:44])=[O:43]. The catalyst class is: 30.